This data is from Full USPTO retrosynthesis dataset with 1.9M reactions from patents (1976-2016). The task is: Predict the reactants needed to synthesize the given product. (1) Given the product [CH:14]([O:13][C:12]1[C:11]([Cl:17])=[CH:10][C:4]([C:5]([OH:7])=[O:6])=[CH:3][C:2]=1[Cl:1])([CH3:16])[CH3:15], predict the reactants needed to synthesize it. The reactants are: [Cl:1][C:2]1[CH:3]=[C:4]([CH:10]=[C:11]([Cl:17])[C:12]=1[O:13][CH:14]([CH3:16])[CH3:15])[C:5]([O:7]CC)=[O:6].[OH-].[K+]. (2) Given the product [F:20][C:17]1[CH:16]=[CH:15][C:14]([C:12]2[N:13]=[C:8]3[CH:7]=[CH:6][C:5]([C:3]([OH:4])=[O:2])=[CH:10][N:9]3[CH:11]=2)=[CH:19][CH:18]=1, predict the reactants needed to synthesize it. The reactants are: C[O:2][C:3]([C:5]1[CH:6]=[CH:7][C:8]2[N:9]([CH:11]=[C:12]([C:14]3[CH:19]=[CH:18][C:17]([F:20])=[CH:16][CH:15]=3)[N:13]=2)[CH:10]=1)=[O:4].C(O)(=O)C. (3) The reactants are: [Cl:1][C:2]1[CH:3]=[CH:4][C:5]([CH3:11])=[C:6]([CH:10]=1)[C:7]([OH:9])=[O:8].S(=O)(=O)(O)O.[N+:17]([O-])([OH:19])=[O:18]. Given the product [Cl:1][C:2]1[CH:3]=[C:4]([N+:17]([O-:19])=[O:18])[C:5]([CH3:11])=[C:6]([CH:10]=1)[C:7]([OH:9])=[O:8], predict the reactants needed to synthesize it.